From a dataset of Peptide-MHC class I binding affinity with 185,985 pairs from IEDB/IMGT. Regression. Given a peptide amino acid sequence and an MHC pseudo amino acid sequence, predict their binding affinity value. This is MHC class I binding data. (1) The peptide sequence is GSGDDTWLI. The MHC is HLA-A25:01 with pseudo-sequence HLA-A25:01. The binding affinity (normalized) is 0.0847. (2) The peptide sequence is TSFYLISIFL. The MHC is HLA-A68:01 with pseudo-sequence HLA-A68:01. The binding affinity (normalized) is 0.302. (3) The peptide sequence is GESRKTFVEL. The MHC is HLA-B40:02 with pseudo-sequence HLA-B40:02. The binding affinity (normalized) is 0.816. (4) The peptide sequence is MTQNISNDK. The MHC is HLA-A02:03 with pseudo-sequence HLA-A02:03. The binding affinity (normalized) is 0.0847.